Dataset: Full USPTO retrosynthesis dataset with 1.9M reactions from patents (1976-2016). Task: Predict the reactants needed to synthesize the given product. Given the product [OH:8][CH2:9][C:10]1([CH3:40])[S:16][CH2:15][CH2:14][N:13]2[C:17]([C:20]3([C:23]4[CH:24]=[CH:25][C:26]([C:29]5[CH:30]=[CH:31][C:32]([C:35]([N:37]([CH3:39])[CH3:38])=[O:36])=[CH:33][CH:34]=5)=[CH:27][CH:28]=4)[CH2:22][CH2:21]3)=[N:18][N:19]=[C:12]2[CH2:11]1, predict the reactants needed to synthesize it. The reactants are: [Si]([O:8][CH2:9][C:10]1([CH3:40])[S:16][CH2:15][CH2:14][N:13]2[C:17]([C:20]3([C:23]4[CH:28]=[CH:27][C:26]([C:29]5[CH:34]=[CH:33][C:32]([C:35]([N:37]([CH3:39])[CH3:38])=[O:36])=[CH:31][CH:30]=5)=[CH:25][CH:24]=4)[CH2:22][CH2:21]3)=[N:18][N:19]=[C:12]2[CH2:11]1)(C(C)(C)C)(C)C.Cl.